Dataset: NCI-60 drug combinations with 297,098 pairs across 59 cell lines. Task: Regression. Given two drug SMILES strings and cell line genomic features, predict the synergy score measuring deviation from expected non-interaction effect. (1) Drug 1: C#CCC(CC1=CN=C2C(=N1)C(=NC(=N2)N)N)C3=CC=C(C=C3)C(=O)NC(CCC(=O)O)C(=O)O. Drug 2: CCN(CC)CCCC(C)NC1=C2C=C(C=CC2=NC3=C1C=CC(=C3)Cl)OC. Cell line: ACHN. Synergy scores: CSS=34.1, Synergy_ZIP=-3.95, Synergy_Bliss=0.735, Synergy_Loewe=1.20, Synergy_HSA=2.70. (2) Drug 1: CC(C)CN1C=NC2=C1C3=CC=CC=C3N=C2N. Drug 2: C1C(C(OC1N2C=NC3=C2NC=NCC3O)CO)O. Cell line: SW-620. Synergy scores: CSS=-1.94, Synergy_ZIP=-0.180, Synergy_Bliss=-3.77, Synergy_Loewe=-1.19, Synergy_HSA=-4.41. (3) Drug 1: C(CN)CNCCSP(=O)(O)O. Drug 2: CC12CCC3C(C1CCC2OP(=O)(O)O)CCC4=C3C=CC(=C4)OC(=O)N(CCCl)CCCl.[Na+]. Cell line: HOP-92. Synergy scores: CSS=10.6, Synergy_ZIP=0.789, Synergy_Bliss=1.47, Synergy_Loewe=-5.44, Synergy_HSA=0.0532. (4) Drug 1: C1=CC(=CC=C1CCC2=CNC3=C2C(=O)NC(=N3)N)C(=O)NC(CCC(=O)O)C(=O)O. Drug 2: CN(CCCl)CCCl.Cl. Cell line: T-47D. Synergy scores: CSS=9.92, Synergy_ZIP=-5.78, Synergy_Bliss=-0.915, Synergy_Loewe=-1.97, Synergy_HSA=-1.88. (5) Drug 1: CN1C(=O)N2C=NC(=C2N=N1)C(=O)N. Drug 2: COCCOC1=C(C=C2C(=C1)C(=NC=N2)NC3=CC=CC(=C3)C#C)OCCOC.Cl. Cell line: A549. Synergy scores: CSS=8.30, Synergy_ZIP=-0.832, Synergy_Bliss=-0.245, Synergy_Loewe=-4.26, Synergy_HSA=-0.345. (6) Drug 1: CC(CN1CC(=O)NC(=O)C1)N2CC(=O)NC(=O)C2. Drug 2: C1=CN(C=N1)CC(O)(P(=O)(O)O)P(=O)(O)O. Cell line: HOP-62. Synergy scores: CSS=3.49, Synergy_ZIP=-1.79, Synergy_Bliss=0.705, Synergy_Loewe=-2.93, Synergy_HSA=-1.68. (7) Drug 1: C1=CC(=C2C(=C1NCCNCCO)C(=O)C3=C(C=CC(=C3C2=O)O)O)NCCNCCO. Drug 2: C1C(C(OC1N2C=NC3=C(N=C(N=C32)Cl)N)CO)O. Cell line: CCRF-CEM. Synergy scores: CSS=74.4, Synergy_ZIP=-1.20, Synergy_Bliss=-1.48, Synergy_Loewe=-1.91, Synergy_HSA=0.743. (8) Drug 1: C1=NC2=C(N1)C(=S)N=CN2. Drug 2: CC1CCCC2(C(O2)CC(NC(=O)CC(C(C(=O)C(C1O)C)(C)C)O)C(=CC3=CSC(=N3)C)C)C. Cell line: HCT-15. Synergy scores: CSS=43.2, Synergy_ZIP=-2.91, Synergy_Bliss=-0.944, Synergy_Loewe=-6.04, Synergy_HSA=1.31. (9) Drug 1: CC(C1=C(C=CC(=C1Cl)F)Cl)OC2=C(N=CC(=C2)C3=CN(N=C3)C4CCNCC4)N. Drug 2: CNC(=O)C1=CC=CC=C1SC2=CC3=C(C=C2)C(=NN3)C=CC4=CC=CC=N4. Cell line: SR. Synergy scores: CSS=78.9, Synergy_ZIP=0.934, Synergy_Bliss=0.0281, Synergy_Loewe=-5.10, Synergy_HSA=0.425.